This data is from Cav3 T-type calcium channel HTS with 100,875 compounds. The task is: Binary Classification. Given a drug SMILES string, predict its activity (active/inactive) in a high-throughput screening assay against a specified biological target. (1) The compound is Fc1cc2c3ncn(CCN4CCOCC4)c(=O)c3[nH]c2cc1. The result is 0 (inactive). (2) The drug is Clc1c(S(=O)(=O)N2CCCC2)cc(cc1)C(OCC(=O)NCCC)=O. The result is 0 (inactive). (3) The drug is s1c2nc(SCC(=O)NC(=O)NCc3occc3)n(c(=O)c2cc1CC)CC=C. The result is 0 (inactive). (4) The drug is S(=O)(=O)(N1CCc2c1cccc2)c1cc(ccc1)C(=O)Nc1sc(nn1)C. The result is 0 (inactive). (5) The result is 0 (inactive). The drug is s1c2nc(N3CCOCC3)c3c(CCN(C3)C)c2c(N)c1C(OCC)=O. (6) The molecule is S(=O)(=O)(NCc1cc2OCOc2cc1)c1cc(c(OC)cc1)C(O)=O. The result is 0 (inactive). (7) The drug is O=C(N1CCNCC1)C(n1nnc(C(N)CC(C)C)c1)Cc1[nH]c2c(c1)cccc2. The result is 0 (inactive).